From a dataset of Reaction yield outcomes from USPTO patents with 853,638 reactions. Predict the reaction yield, written as a fraction of the theoretical maximum amount of product (1.0 means a 100% yield; for example, 0.34 means a 34% yield). (1) The reactants are [OH2:1].[SH-:2].[Na+].CC1C=CC(S(O[CH:15]([C:53]#[N:54])[CH2:16][C:17]2[C:25]3[C:20](=[N:21][C:22]([N:27]([C:35]([O:37][C:38]([CH3:41])([CH3:40])[CH3:39])=[O:36])[C:28]([O:30][C:31]([CH3:34])([CH3:33])[CH3:32])=[O:29])=[N:23][C:24]=3Cl)[N:19]([CH2:42][C:43]3[C:48]([CH3:49])=[C:47](OC)[C:46]([CH3:52])=[CH:45][N:44]=3)[N:18]=2)(=O)=O)=CC=1.[CH3:55]N(C)C=O. No catalyst specified. The product is [C:53]([CH:15]1[CH2:16][C:17]2[C:25]3[C:20]([N:19]([CH2:42][C:43]4[C:48]([CH3:49])=[C:47]([O:1][CH3:55])[C:46]([CH3:52])=[CH:45][N:44]=4)[N:18]=2)=[N:21][C:22]([N:27]([C:28]([O:30][C:31]([CH3:32])([CH3:34])[CH3:33])=[O:29])[C:35]([O:37][C:38]([CH3:39])([CH3:40])[CH3:41])=[O:36])=[N:23][C:24]=3[S:2]1)#[N:54]. The yield is 0.810. (2) The reactants are [C:1]([NH:8][CH2:9][C@H:10]1[O:16][C@H:13]([CH2:14][OH:15])[C@@H:12]([O:17][CH2:18][C:19]2[CH:24]=[CH:23][CH:22]=[CH:21][CH:20]=2)[C@@H:11]1[O:25][CH2:26][C:27]1[CH:32]=[CH:31][CH:30]=[CH:29][CH:28]=1)([O:3][C:4]([CH3:7])([CH3:6])[CH3:5])=[O:2].[Cr](O[Cr]([O-])(=O)=O)([O-])(=O)=[O:34].[NH+]1C=CC=CC=1.[NH+]1C=CC=CC=1. The catalyst is CN(C=O)C.CCOC(C)=O. The product is [C:1]([NH:8][CH2:9][C@H:10]1[O:16][C@H:13]([C:14]([OH:34])=[O:15])[C@@H:12]([O:17][CH2:18][C:19]2[CH:24]=[CH:23][CH:22]=[CH:21][CH:20]=2)[C@@H:11]1[O:25][CH2:26][C:27]1[CH:32]=[CH:31][CH:30]=[CH:29][CH:28]=1)([O:3][C:4]([CH3:6])([CH3:7])[CH3:5])=[O:2]. The yield is 0.770.